From a dataset of Forward reaction prediction with 1.9M reactions from USPTO patents (1976-2016). Predict the product of the given reaction. (1) Given the reactants [NH2:1][CH2:2][C:3]([OH:5])=[O:4].C[N+](C)(C)C.[OH-].[C:12](#[N:15])[CH:13]=[CH2:14].Cl, predict the reaction product. The product is: [C:12]([CH2:13][CH2:14][NH:1][CH2:2][C:3]([OH:5])=[O:4])#[N:15]. (2) Given the reactants C[C:2]1[C:9](F)=[C:8]([N+:11]([O-:13])=[O:12])[CH:7]=[CH:6][C:3]=1[C:4]#[N:5].[CH3:14][NH2:15], predict the reaction product. The product is: [CH3:14][NH:15][C:9]1[CH:2]=[C:3]([CH:6]=[CH:7][C:8]=1[N+:11]([O-:13])=[O:12])[C:4]#[N:5]. (3) Given the reactants [C:1]([O-])(=O)/[CH:2]=[CH:3]\[C:4]([O-:6])=O.[C:9](#[N:16])[C:10]1[CH:15]=[CH:14][CH:13]=[CH:12][CH:11]=1, predict the reaction product. The product is: [C:9]([C:10]1[CH:15]=[CH:14][CH:13]=[CH:12][C:11]=1[C:1]1[CH2:2][CH:3]2[CH:2]([CH:1]=1)[CH2:3][C:4](=[O:6])[CH2:4]2)#[N:16].